This data is from Catalyst prediction with 721,799 reactions and 888 catalyst types from USPTO. The task is: Predict which catalyst facilitates the given reaction. (1) Reactant: [Br:1][C:2]1[CH:7]=[CH:6][C:5]([NH:8][C:9]2[N:18]=[CH:17][C:16]3[C:11](=[CH:12][CH:13]=[C:14]([OH:19])[CH:15]=3)[N:10]=2)=[CH:4][CH:3]=1.C[Si]([N-][Si](C)(C)C)(C)C.[K+].Cl[C:31]1[CH:36]=[CH:35][N:34]=[C:33]([C:37]([NH:39][CH3:40])=[O:38])[CH:32]=1.C(=O)([O-])[O-].[K+].[K+]. Product: [Br:1][C:2]1[CH:3]=[CH:4][C:5]([NH:8][C:9]2[N:18]=[CH:17][C:16]3[C:11](=[CH:12][CH:13]=[C:14]([O:19][C:31]4[CH:36]=[CH:35][N:34]=[C:33]([C:37]([NH:39][CH3:40])=[O:38])[CH:32]=4)[CH:15]=3)[N:10]=2)=[CH:6][CH:7]=1. The catalyst class is: 9. (2) Reactant: I[C:2]1[CH:7]=[CH:6][N:5]=[C:4]([O:8]C)[C:3]=1[C:10]1[NH:11][C:12]2[CH:18]=[C:17]([N:19]3[CH2:24][CH2:23][N:22]([C:25](=[O:27])[CH3:26])[CH2:21][CH2:20]3)[CH:16]=[C:15]([CH3:28])[C:13]=2[N:14]=1.O.[ClH:30]. Product: [C:25]([N:22]1[CH2:23][CH2:24][N:19]([C:17]2[CH:16]=[C:15]([CH3:28])[C:13]3[N:14]=[C:10]([C:3]4[C:4](=[O:8])[NH:5][CH:6]=[CH:7][C:2]=4[Cl:30])[NH:11][C:12]=3[CH:18]=2)[CH2:20][CH2:21]1)(=[O:27])[CH3:26]. The catalyst class is: 12. (3) Reactant: Cl.Cl.[CH:3]1[C:13]2[CH:12]=[CH:11][C:10]3[CH:14]=[CH:15][CH:16]=[CH:17][C:9]=3[C:8](=[C:18]3[CH2:23][CH2:22][N:21]([CH2:24][CH2:25][NH:26][C:27](=[O:34])[CH:28]4[CH2:33][CH2:32][NH:31][CH2:30][CH2:29]4)[CH2:20][CH2:19]3)[C:7]=2[CH:6]=[CH:5][CH:4]=1.C(N(CC)CC)C.[Cl:42][C:43]([O:45][CH3:46])=[O:44].Cl. Product: [ClH:42].[CH3:46][O:45][C:43]([N:31]1[CH2:30][CH2:29][CH:28]([C:27]([NH:26][CH2:25][CH2:24][N:21]2[CH2:22][CH2:23][C:18](=[C:8]3[C:9]4[CH:17]=[CH:16][CH:15]=[CH:14][C:10]=4[CH:11]=[CH:12][C:13]4[CH:3]=[CH:4][CH:5]=[CH:6][C:7]3=4)[CH2:19][CH2:20]2)=[O:34])[CH2:33][CH2:32]1)=[O:44]. The catalyst class is: 4. (4) Reactant: [CH3:1][C:2]1[CH:10]=[CH:9][C:5]([C:6]([OH:8])=O)=[CH:4][C:3]=1[N:11]1[CH:16]=[CH:15][N:14]=[C:13]([NH:17][C:18]([CH3:41])([C:20]2[CH:25]=[CH:24][CH:23]=[CH:22][C:21]=2[O:26][CH2:27][CH2:28][N:29]([CH3:40])[C:30]([O:32][CH2:33][C:34]2[CH:39]=[CH:38][CH:37]=[CH:36][CH:35]=2)=[O:31])[CH3:19])[C:12]1=[O:42].[B-](F)(F)(F)F.CN(C(O[N:56]1N=NC2[C:57]1=[CH:58]C=CC=2)=[N+](C)C)C.C(N(C(C)C)C(C)C)C.C(N)C. Product: [C:34]1([CH2:33][O:32][C:30](=[O:31])[N:29]([CH2:28][CH2:27][O:26][C:21]2[CH:22]=[CH:23][CH:24]=[CH:25][C:20]=2[C:18]([NH:17][C:13]2[C:12](=[O:42])[N:11]([C:3]3[CH:4]=[C:5]([C:6]([NH:56][CH2:57][CH3:58])=[O:8])[CH:9]=[CH:10][C:2]=3[CH3:1])[CH:16]=[CH:15][N:14]=2)([CH3:19])[CH3:41])[CH3:40])[CH:39]=[CH:38][CH:37]=[CH:36][CH:35]=1. The catalyst class is: 18. (5) Reactant: Br[C:2]1[N:3]([CH:31]([CH2:33][CH3:34])[CH3:32])[C:4]2[C:9]([N:10]=1)=[C:8]([C:11]1[CH:16]=[CH:15][CH:14]=[C:13]([O:17][Si:18]([C:21]([CH3:24])([CH3:23])[CH3:22])([CH3:20])[CH3:19])[CH:12]=1)[N:7]=[C:6]([N:25]1[CH2:30][CH2:29][O:28][CH2:27][CH2:26]1)[N:5]=2.[Zn](CC)[CH2:36][CH3:37].CO. Product: [CH:31]([N:3]1[C:2]([CH2:36][CH3:37])=[N:10][C:9]2[C:4]1=[N:5][C:6]([N:25]1[CH2:30][CH2:29][O:28][CH2:27][CH2:26]1)=[N:7][C:8]=2[C:11]1[CH:16]=[CH:15][CH:14]=[C:13]([O:17][Si:18]([C:21]([CH3:23])([CH3:22])[CH3:24])([CH3:20])[CH3:19])[CH:12]=1)([CH2:33][CH3:34])[CH3:32]. The catalyst class is: 75. (6) Reactant: Br[C:2]1[CH:7]=[C:6]([C:8]([F:11])([F:10])[F:9])[CH:5]=[CH:4][C:3]=1[S:12]([N:15]1[CH2:20][CH2:19][N:18]([C:21]([O:23][C:24]([CH3:27])([CH3:26])[CH3:25])=[O:22])[C@@H:17]([CH3:28])[CH2:16]1)(=[O:14])=[O:13].[C:29](=O)([O-])[O-].[K+].[K+].CB1OB(C)OB(C)O1.CCOC(C)=O. Product: [CH3:28][C@H:17]1[CH2:16][N:15]([S:12]([C:3]2[CH:4]=[CH:5][C:6]([C:8]([F:11])([F:10])[F:9])=[CH:7][C:2]=2[CH3:29])(=[O:14])=[O:13])[CH2:20][CH2:19][N:18]1[C:21]([O:23][C:24]([CH3:27])([CH3:26])[CH3:25])=[O:22]. The catalyst class is: 77. (7) Reactant: [O:1]=[S:2](Cl)Cl.[O:5]1[CH2:10][CH2:9][O:8][C:7]2[CH:11]=[C:12]([CH2:15][C@H:16]([NH:19][C:20](=[O:26])[O:21][C:22]([CH3:25])([CH3:24])[CH3:23])[CH2:17][OH:18])[CH:13]=[CH:14][C:6]1=2.N1C=CC=CC=1. Product: [O:5]1[C:6]2[CH:14]=[CH:13][C:12]([CH2:15][C@H:16]3[CH2:17][O:18][S:2](=[O:1])[N:19]3[C:20]([O:21][C:22]([CH3:25])([CH3:24])[CH3:23])=[O:26])=[CH:11][C:7]=2[O:8][CH2:9][CH2:10]1. The catalyst class is: 291.